Predict the reactants needed to synthesize the given product. From a dataset of Full USPTO retrosynthesis dataset with 1.9M reactions from patents (1976-2016). (1) Given the product [ClH:36].[NH2:19][C@H:16]1[CH2:17][CH2:18][N:14]([C:12]2[C:11]([Br:27])=[CH:10][N:9]=[C:8]3[NH:7][CH:6]=[C:5]([NH:4][C:1](=[O:3])[CH3:2])[C:13]=23)[CH2:15]1, predict the reactants needed to synthesize it. The reactants are: [C:1]([NH:4][C:5]1[C:13]2[C:8](=[N:9][CH:10]=[C:11]([Br:27])[C:12]=2[N:14]2[CH2:18][CH2:17][C@H:16]([NH:19]C(=O)OC(C)(C)C)[CH2:15]2)[NH:7][CH:6]=1)(=[O:3])[CH3:2].C(O)(C(F)(F)F)=O.C(Cl)[Cl:36]. (2) Given the product [C:27]([O:29][O:41][C:39]1[N:40]=[CH:35][CH:36]=[CH:37][N:38]=1)(=[O:28])[C:11]1[CH:10]=[CH:15][CH:14]=[CH:13][CH:12]=1, predict the reactants needed to synthesize it. The reactants are: COC1N=C(O[C:10]2[CH:15]=[CH:14][CH:13]=[C:12](OC3N=C(OC)C=C(OC)N=3)[C:11]=2[C:27]([O-:29])=[O:28])N=C(OC)C=1.[Na+].CO[C:35]1[N:40]=[C:39]([O:41]C2C=CC=C([O:41][C:39]3[N:40]=[C:35](OC)[CH:36]=[C:37](OC)[N:38]=3)C=2C(ON=C(C2C=CC=CC=2)C2C=CC=CC=2)=O)[N:38]=[C:37](OC)[CH:36]=1.CC1OC(=O)C2C(SC3N=C(OC)C=C(OC)N=3)=CC=CC1=2.C/C(/C1C=CC=C(OC2N=C(OC)C=C(OC)N=2)C=1C(OC)=O)=N/OC.COC1N=C(SC2C=CC=C(Cl)C=2C([O-])=O)N=C(OC)C=1.[Na+].COCC1C=CC=C(C(O)C2N=C(OC)C=C(OC)N=2)C=1NS(C(F)F)(=O)=O. (3) Given the product [OH:11][C:12]1[CH:20]=[C:19]([O:21][CH3:22])[C:18]([O:23][CH3:24])=[CH:17][C:13]=1[C:14]([OH:16])=[O:15], predict the reactants needed to synthesize it. The reactants are: [Al+3].[Cl-].[Cl-].[Cl-].CN(C=O)C.C[O:11][C:12]1[CH:20]=[C:19]([O:21][CH3:22])[C:18]([O:23][CH3:24])=[CH:17][C:13]=1[C:14]([OH:16])=[O:15].Cl. (4) Given the product [C:1]([O:5][C:6]([NH:7][C:8]1[CH:9]=[CH:10][C:11]([CH2:14][CH2:15][O:16][C:31]2[CH:30]=[CH:29][C:28]([CH2:27][CH:21]([O:20][CH2:18][CH3:19])[C:22]([O:24][CH2:25][CH3:26])=[O:23])=[CH:33][CH:32]=2)=[CH:12][CH:13]=1)=[O:17])([CH3:4])([CH3:2])[CH3:3], predict the reactants needed to synthesize it. The reactants are: [C:1]([O:5][C:6](=[O:17])[NH:7][C:8]1[CH:13]=[CH:12][C:11]([CH2:14][CH2:15][OH:16])=[CH:10][CH:9]=1)([CH3:4])([CH3:3])[CH3:2].[CH2:18]([O:20][CH:21]([CH2:27][C:28]1[CH:33]=[CH:32][C:31](O)=[CH:30][CH:29]=1)[C:22]([O:24][CH2:25][CH3:26])=[O:23])[CH3:19].N(C(N1CCCCC1)=O)=NC(N1CCCCC1)=O.C1(P(C2C=CC=CC=2)C2C=CC=CC=2)C=CC=CC=1.